Dataset: Peptide-MHC class II binding affinity with 134,281 pairs from IEDB. Task: Regression. Given a peptide amino acid sequence and an MHC pseudo amino acid sequence, predict their binding affinity value. This is MHC class II binding data. The peptide sequence is FAEIMKICSTIEELR. The MHC is DRB1_0101 with pseudo-sequence DRB1_0101. The binding affinity (normalized) is 0.290.